Dataset: Forward reaction prediction with 1.9M reactions from USPTO patents (1976-2016). Task: Predict the product of the given reaction. (1) Given the reactants [Br:1][C:2]1[CH:19]=[CH:18][C:5]([O:6][CH2:7][CH2:8][N:9](C)[C:10](=O)OC(C)(C)C)=[C:4]([CH:20]=[O:21])[CH:3]=1.[C:22]([OH:28])([C:24]([F:27])([F:26])[F:25])=[O:23], predict the reaction product. The product is: [F:25][C:24]([F:27])([F:26])[C:22]([OH:28])=[O:23].[Br:1][C:2]1[CH:19]=[CH:18][C:5]([O:6][CH2:7][CH2:8][NH:9][CH3:10])=[C:4]([CH:3]=1)[CH:20]=[O:21]. (2) Given the reactants O[CH2:2][C:3]1[CH:20]=[CH:19][C:6]2/[C:7](=[CH:16]\[C:17]#[N:18])/[C:8]3[CH:15]=[CH:14][CH:13]=[CH:12][C:9]=3[O:10][CH2:11][C:5]=2[CH:4]=1.N1C(C)=CC=CC=1C.[Br-:29].[Li+].CS(OS(C)(=O)=O)(=O)=O, predict the reaction product. The product is: [Br:29][CH2:2][C:3]1[CH:20]=[CH:19][C:6]2/[C:7](=[CH:16]\[C:17]#[N:18])/[C:8]3[CH:15]=[CH:14][CH:13]=[CH:12][C:9]=3[O:10][CH2:11][C:5]=2[CH:4]=1. (3) Given the reactants [NH2:1][C:2]1[C:11]2[N:12]=[C:13]([CH2:26][CH2:27][CH2:28][CH3:29])[N:14]([CH2:15][CH2:16][CH2:17][NH:18]C(=O)OC(C)(C)C)[C:10]=2[C:9]2[CH:8]=[CH:7][CH:6]=[CH:5][C:4]=2[N:3]=1.C(O)(C(F)(F)F)=O, predict the reaction product. The product is: [NH2:18][CH2:17][CH2:16][CH2:15][N:14]1[C:10]2[C:9]3[CH:8]=[CH:7][CH:6]=[CH:5][C:4]=3[N:3]=[C:2]([NH2:1])[C:11]=2[N:12]=[C:13]1[CH2:26][CH2:27][CH2:28][CH3:29]. (4) Given the reactants [NH2:1][C@@H:2]1[CH2:7][CH2:6][C@H:5]([N:8]2[C:12]3[CH:13]=[CH:14][C:15]([Cl:17])=[CH:16][C:11]=3[N:10]=[C:9]2[C:18]([OH:21])([CH3:20])[CH3:19])[CH2:4][CH2:3]1.[Br:22][C:23]1[CH:24]=[C:25]2[C:29](=[CH:30][CH:31]=1)[CH2:28][C@@H:27]([CH:32]=O)[CH2:26]2, predict the reaction product. The product is: [Br:22][C:23]1[CH:24]=[C:25]2[C:29](=[CH:30][CH:31]=1)[CH2:28][C@@H:27]([CH2:32][NH:1][C@@H:2]1[CH2:3][CH2:4][C@H:5]([N:8]3[C:12]4[CH:13]=[CH:14][C:15]([Cl:17])=[CH:16][C:11]=4[N:10]=[C:9]3[C:18]([OH:21])([CH3:19])[CH3:20])[CH2:6][CH2:7]1)[CH2:26]2.